The task is: Predict the reaction yield, written as a fraction of the theoretical maximum amount of product (1.0 means a 100% yield; for example, 0.34 means a 34% yield).. This data is from Reaction yield outcomes from USPTO patents with 853,638 reactions. (1) The reactants are [Br:1][C:2]1[C:3]([O:19][CH3:20])=[CH:4][C:5]([OH:18])=[C:6]([C:8](=O)[CH2:9][C:10]2[CH:15]=[CH:14][C:13]([OH:16])=[CH:12][CH:11]=2)[CH:7]=1.[F:21][C:22]([F:34])([F:33])[C:23]1[CH:28]=[CH:27][C:26]([CH2:29][C:30](O)=[O:31])=[CH:25][CH:24]=1.C(C1NC=CN=1)(C1NC=CN=1)=O.C(=O)([O-])[O-].[K+].[K+]. The catalyst is CN(C=O)C.O. The product is [Br:1][C:2]1[CH:7]=[C:6]2[C:5](=[CH:4][C:3]=1[O:19][CH3:20])[O:18][C:30](=[O:31])[C:29]([C:26]1[CH:25]=[CH:24][C:23]([C:22]([F:21])([F:33])[F:34])=[CH:28][CH:27]=1)=[C:8]2[CH2:9][C:10]1[CH:15]=[CH:14][C:13]([OH:16])=[CH:12][CH:11]=1. The yield is 0.850. (2) The reactants are [N:1]1[CH:6]=[CH:5][N:4]=[CH:3][C:2]=1[CH2:7][OH:8].[Cl:9][C:10]1[CH:15]=[C:14]([NH:16][C:17]2[C:26]3[C:21](=[CH:22][CH:23]=[CH:24][C:25]=3[O:27][CH2:28][C@H:29]3[CH2:34][CH2:33][CH2:32][CH2:31][N:30]3[C:35](=[O:38])[CH2:36][OH:37])[N:20]=[CH:19][N:18]=2)[CH:13]=[CH:12][C:11]=1O. No catalyst specified. The product is [Cl:9][C:10]1[CH:15]=[C:14]([NH:16][C:17]2[C:26]3[C:21](=[CH:22][CH:23]=[CH:24][C:25]=3[O:27][CH2:28][C@H:29]3[CH2:34][CH2:33][CH2:32][CH2:31][N:30]3[C:35](=[O:38])[CH2:36][OH:37])[N:20]=[CH:19][N:18]=2)[CH:13]=[CH:12][C:11]=1[O:8][CH2:7][C:2]1[CH:3]=[N:4][CH:5]=[CH:6][N:1]=1. The yield is 0.430. (3) The reactants are [CH3:17][N:16]([CH3:18])[C:14](=[O:15])[C:13]1[CH:19]=[CH:20][CH:21]=[CH:22][C:12]=1[S:11][S:11][C:12]1[CH:22]=[CH:21][CH:20]=[CH:19][C:13]=1[C:14]([N:16]([CH3:18])[CH3:17])=[O:15].S(Cl)(Cl)(=O)=O.[NH:30]1[C:38]2[C:33](=[CH:34][CH:35]=[CH:36][CH:37]=2)[CH:32]=[CH:31]1. The catalyst is ClCCCl.CN(C=O)C. The product is [NH:30]1[C:38]2[C:33](=[CH:34][CH:35]=[CH:36][CH:37]=2)[C:32]([S:11][C:12]2[CH:22]=[CH:21][CH:20]=[CH:19][C:13]=2[C:14]([N:16]([CH3:17])[CH3:18])=[O:15])=[CH:31]1. The yield is 0.260. (4) The reactants are [CH3:1][C:2]1[CH:3]=[C:4]([CH:6]=[C:7]([C:9]2[S:13][CH:12]=[N:11][CH:10]=2)[CH:8]=1)[NH2:5].Cl[C:15]1[N:20]=[C:19]([CH:21]2[CH2:23][CH2:22]2)[C:18]([F:24])=[CH:17][N:16]=1.CC1(C)C2C(=C(P(C3C=CC=CC=3)C3C=CC=CC=3)C=CC=2)OC2C(P(C3C=CC=CC=3)C3C=CC=CC=3)=CC=CC1=2.C(=O)([O-])[O-].[Cs+].[Cs+]. The catalyst is C([O-])(=O)C.[Pd+2].C([O-])(=O)C. The product is [CH:21]1([C:19]2[C:18]([F:24])=[CH:17][N:16]=[C:15]([NH:5][C:4]3[CH:6]=[C:7]([C:9]4[S:13][CH:12]=[N:11][CH:10]=4)[CH:8]=[C:2]([CH3:1])[CH:3]=3)[N:20]=2)[CH2:23][CH2:22]1. The yield is 0.910. (5) The reactants are [CH3:1][O:2][C:3](=[O:33])[C:4]1[CH:9]=[CH:8][C:7]([CH2:10][N:11]2[CH:15]=[C:14]([C:16]3[CH:21]=[CH:20][C:19]([Cl:22])=[CH:18][C:17]=3[Cl:23])[N:13]=[C:12]2[CH2:24][O:25][C:26]2[CH:31]=[CH:30][C:29](Br)=[CH:28][CH:27]=2)=[CH:6][CH:5]=1.[NH2:34][C:35]1[CH:40]=[CH:39][C:38](B(O)O)=[CH:37][CH:36]=1. No catalyst specified. The product is [CH3:1][O:2][C:3](=[O:33])[C:4]1[CH:9]=[CH:8][C:7]([CH2:10][N:11]2[CH:15]=[C:14]([C:16]3[CH:21]=[CH:20][C:19]([Cl:22])=[CH:18][C:17]=3[Cl:23])[N:13]=[C:12]2[CH2:24][O:25][C:26]2[CH:31]=[CH:30][C:29]([C:38]3[CH:39]=[CH:40][C:35]([NH2:34])=[CH:36][CH:37]=3)=[CH:28][CH:27]=2)=[CH:6][CH:5]=1. The yield is 0.710. (6) The reactants are [CH3:1][O:2][C:3]([C:5]1[C:10]([Cl:11])=[C:9](S(C)(=O)=O)[N:8]=[C:7]([C:16]2[CH:21]=[CH:20][C:19]([Cl:22])=[C:18]([O:23][CH2:24][CH3:25])[C:17]=2[F:26])[N:6]=1)=[O:4].[NH3:27].CO. The product is [CH3:1][O:2][C:3]([C:5]1[C:10]([Cl:11])=[C:9]([NH2:27])[N:8]=[C:7]([C:16]2[CH:21]=[CH:20][C:19]([Cl:22])=[C:18]([O:23][CH2:24][CH3:25])[C:17]=2[F:26])[N:6]=1)=[O:4]. The catalyst is O1CCOCC1. The yield is 0.540.